From a dataset of Forward reaction prediction with 1.9M reactions from USPTO patents (1976-2016). Predict the product of the given reaction. (1) Given the reactants [H-].C([Al+]CC(C)C)C(C)C.[F:11][C:12]([F:21])([F:20])[C:13]1([C:16](OC)=[O:17])[CH2:15][CH2:14]1, predict the reaction product. The product is: [F:11][C:12]([F:21])([F:20])[C:13]1([CH2:16][OH:17])[CH2:15][CH2:14]1. (2) Given the reactants NCCN[C:5]([C:7]1[S:8][CH:9]=[CH:10][C:11]=1[NH:12][C:13]1[CH:18]=[CH:17][N:16]=[C:15]2[NH:19][CH:20]=[CH:21][C:14]=12)=[O:6].[CH3:22][O:23][C:24](=[O:27])[CH2:25][NH2:26], predict the reaction product. The product is: [CH3:22][O:23][C:24](=[O:27])[CH2:25][NH:26][C:5]([C:7]1[S:8][CH:9]=[CH:10][C:11]=1[NH:12][C:13]1[CH:18]=[CH:17][N:16]=[C:15]2[NH:19][CH:20]=[CH:21][C:14]=12)=[O:6]. (3) Given the reactants [CH3:1][O:2][C:3]1[C:8]([C:9]2[C:22]3[C:17](=[CH:18][C:19]([O:25][CH2:26][CH3:27])=[C:20]([O:23][CH3:24])[CH:21]=3)[C@@H:16]3[C@@H:11]([CH2:12][CH2:13][C@@H:14]([OH:28])[CH2:15]3)[N:10]=2)=[CH:7][CH:6]=[C:5]([O:29][CH3:30])[N:4]=1.[C:31]1([CH3:41])[CH:36]=[CH:35][C:34]([S:37](O)(=[O:39])=[O:38])=[CH:33][CH:32]=1, predict the reaction product. The product is: [S:37]([O:28][C@@H:14]1[CH2:13][CH2:12][C@@H:11]2[C@@H:16]([C:17]3[C:22]([C:9]([C:8]4[C:3]([O:2][CH3:1])=[N:4][C:5]([O:29][CH3:30])=[CH:6][CH:7]=4)=[N:10]2)=[CH:21][C:20]([O:23][CH3:24])=[C:19]([O:25][CH2:26][CH3:27])[CH:18]=3)[CH2:15]1)([C:34]1[CH:35]=[CH:36][C:31]([CH3:41])=[CH:32][CH:33]=1)(=[O:39])=[O:38]. (4) Given the reactants [NH2:1][C:2]1[CH:34]=[CH:33][C:5]([C:6]([NH:8][CH:9]2[CH2:12][C:11]3([CH2:15][CH:14]([NH:16][C:17]4[N:22]=[C:21]([C:23]5[C:31]6[C:26](=[CH:27][CH:28]=[CH:29][CH:30]=6)[NH:25][CH:24]=5)[C:20]([Cl:32])=[CH:19][N:18]=4)[CH2:13]3)[CH2:10]2)=[O:7])=[CH:4][CH:3]=1.CCN(CC)CC.[C:42](Cl)(=[O:45])[CH:43]=[CH2:44], predict the reaction product. The product is: [C:42]([NH:1][C:2]1[CH:34]=[CH:33][C:5]([C:6]([NH:8][CH:9]2[CH2:10][C:11]3([CH2:15][CH:14]([NH:16][C:17]4[N:22]=[C:21]([C:23]5[C:31]6[C:26](=[CH:27][CH:28]=[CH:29][CH:30]=6)[NH:25][CH:24]=5)[C:20]([Cl:32])=[CH:19][N:18]=4)[CH2:13]3)[CH2:12]2)=[O:7])=[CH:4][CH:3]=1)(=[O:45])[CH:43]=[CH2:44]. (5) Given the reactants [N:1]1[CH:2]=[CH:3][N:4]2[C:10]=1[C:9]1[CH:11]=[C:12]([NH2:15])[CH:13]=[CH:14][C:8]=1[CH2:7][CH2:6][CH2:5]2.[CH3:16][NH:17][C:18]([C:20]1[S:21][CH:22]=[C:23]([CH3:34])[C:24]=1[NH:25][C:26]1[C:31]([Cl:32])=[CH:30][N:29]=[C:28](Cl)[N:27]=1)=[O:19], predict the reaction product. The product is: [CH3:16][NH:17][C:18]([C:20]1[S:21][CH:22]=[C:23]([CH3:34])[C:24]=1[NH:25][C:26]1[C:31]([Cl:32])=[CH:30][N:29]=[C:28]([NH:15][C:12]2[CH:13]=[CH:14][C:8]3[CH2:7][CH2:6][CH2:5][N:4]4[C:10](=[N:1][CH:2]=[CH:3]4)[C:9]=3[CH:11]=2)[N:27]=1)=[O:19]. (6) The product is: [Br:1][C:2]1[N:11]=[C:5]2[CH:6]=[CH:7][CH:8]=[C:9]([N:16]3[CH2:17][C:14]([CH3:13])([OH:18])[CH2:15]3)[N:4]2[N:3]=1. Given the reactants [Br:1][C:2]1[N:11]=[C:5]2[CH:6]=[CH:7][CH:8]=[C:9](Br)[N:4]2[N:3]=1.Cl.[CH3:13][C:14]1([OH:18])[CH2:17][NH:16][CH2:15]1.C(=O)([O-])[O-].[K+].[K+], predict the reaction product.